The task is: Regression. Given two drug SMILES strings and cell line genomic features, predict the synergy score measuring deviation from expected non-interaction effect.. This data is from NCI-60 drug combinations with 297,098 pairs across 59 cell lines. Drug 2: C1CN1P(=S)(N2CC2)N3CC3. Synergy scores: CSS=15.3, Synergy_ZIP=-0.152, Synergy_Bliss=1.47, Synergy_Loewe=-5.18, Synergy_HSA=1.30. Cell line: SK-MEL-2. Drug 1: CC1C(C(CC(O1)OC2CC(CC3=C2C(=C4C(=C3O)C(=O)C5=C(C4=O)C(=CC=C5)OC)O)(C(=O)C)O)N)O.Cl.